From a dataset of Reaction yield outcomes from USPTO patents with 853,638 reactions. Predict the reaction yield, written as a fraction of the theoretical maximum amount of product (1.0 means a 100% yield; for example, 0.34 means a 34% yield). (1) The reactants are [CH3:1][N:2]1[C:10]2[CH:9]=[C:8]([N:11]3[CH:16]=[CH:15][C:14]([C:17]4[CH:18]=[N:19][C:20]([CH3:23])=[CH:21][CH:22]=4)=[CH:13][C:12]3=[O:24])[CH:7]=[CH:6][C:5]=2[C:4]2[CH2:25][N:26](C(OC(C)(C)C)=O)[CH2:27][CH2:28][C:3]1=2.C1(N)C(F)=C(F)C(F)=C(N)C=1F.[ClH:48].Cl. No catalyst specified. The product is [ClH:48].[ClH:48].[CH3:1][N:2]1[C:10]2[CH:9]=[C:8]([N:11]3[CH:16]=[CH:15][C:14]([C:17]4[CH:18]=[N:19][C:20]([CH3:23])=[CH:21][CH:22]=4)=[CH:13][C:12]3=[O:24])[CH:7]=[CH:6][C:5]=2[C:4]2[CH2:25][NH:26][CH2:27][CH2:28][C:3]1=2. The yield is 0.290. (2) The reactants are [H-].[Na+].[CH2:3]([O:5][C:6](=[O:12])[CH:7]([OH:11])[CH2:8][CH:9]=[CH2:10])[CH3:4].Br[CH2:14][C:15]([CH3:17])=[CH2:16]. The catalyst is C1COCC1. The product is [CH2:3]([O:5][C:6](=[O:12])[CH:7]([O:11][CH2:16][C:15]([CH3:17])=[CH2:14])[CH2:8][CH:9]=[CH2:10])[CH3:4]. The yield is 0.660. (3) The reactants are [N+:1]([C:4]1[CH:5]=[N:6][CH:7]=[CH:8][C:9]=1[NH2:10])([O-:3])=[O:2].CC([O-])=O.[Na+].[Br:16]Br.C([O-])(O)=O.[Na+]. The catalyst is O.C(O)(=O)C. The product is [Br:16][C:8]1[CH:7]=[N:6][CH:5]=[C:4]([N+:1]([O-:3])=[O:2])[C:9]=1[NH2:10]. The yield is 0.770. (4) The reactants are C1C(=O)N([Br:8])C(=O)C1.[CH3:9][O:10][C:11]1[CH:16]=[CH:15][C:14]([N:17]2[C:25]3[C:20](=[CH:21][CH:22]=[CH:23][CH:24]=3)[C:19]([S:26][CH3:27])=[CH:18]2)=[CH:13][CH:12]=1.O.C(Cl)Cl. The catalyst is CN(C=O)C. The product is [Br:8][C:18]1[N:17]([C:14]2[CH:15]=[CH:16][C:11]([O:10][CH3:9])=[CH:12][CH:13]=2)[C:25]2[C:20]([C:19]=1[S:26][CH3:27])=[CH:21][CH:22]=[CH:23][CH:24]=2. The yield is 0.660. (5) The yield is 0.820. The catalyst is CC(C)=O.C(OCC)(=O)C.[Pd]. The product is [NH2:1][C:4]1[CH:23]=[CH:22][CH:21]=[C:6]2[C:7]([N:9]([C:12]3([CH3:20])[CH2:17][CH2:16][C:15](=[O:18])[NH:14][C:13]3=[O:19])[C:10](=[O:11])[C:5]=12)=[O:8]. The reactants are [N+:1]([C:4]1[CH:23]=[CH:22][CH:21]=[C:6]2[C:7]([N:9]([C:12]3([CH3:20])[CH2:17][CH2:16][C:15](=[O:18])[NH:14][C:13]3=[O:19])[C:10](=[O:11])[C:5]=12)=[O:8])([O-])=O.[H][H]. (6) The reactants are [CH3:1][C:2]1[O:6][N:5]=[C:4]([C:7]2[CH:12]=[CH:11][CH:10]=[CH:9][CH:8]=2)[C:3]=1[C:13]([NH:15][NH2:16])=[O:14].[C:17]([C:19]1[CH:27]=[CH:26][C:22]([C:23](O)=O)=[CH:21][CH:20]=1)#[N:18]. No catalyst specified. The product is [CH3:1][C:2]1[O:6][N:5]=[C:4]([C:7]2[CH:12]=[CH:11][CH:10]=[CH:9][CH:8]=2)[C:3]=1[C:13]1[O:14][C:23]([C:22]2[CH:26]=[CH:27][C:19]([C:17]#[N:18])=[CH:20][CH:21]=2)=[N:16][N:15]=1. The yield is 0.300.